From a dataset of Forward reaction prediction with 1.9M reactions from USPTO patents (1976-2016). Predict the product of the given reaction. (1) Given the reactants [OH:1][C:2]1[CH:7]=[CH:6][C:5]([C:8]2[CH:13]=[CH:12][CH:11]=[C:10]([C:14]3[C:23]4[CH2:22][CH2:21][C@H:20]5[C@H:24]([CH3:31])[C:25](=[O:30])[CH:26]([C:28]#[N:29])[CH2:27][C@:19]5([C:32]5[CH:37]=[CH:36][CH:35]=[CH:34][CH:33]=5)[C:18]=4[N:17]=[C:16]([CH3:38])[N:15]=3)[CH:9]=2)=[CH:4][CH:3]=1.ClC1C(=O)C(C#N)=C(C#N)C(=O)C=1Cl, predict the reaction product. The product is: [OH:1][C:2]1[CH:7]=[CH:6][C:5]([C:8]2[CH:13]=[CH:12][CH:11]=[C:10]([C:14]3[C:23]4[CH2:22][CH2:21][C@H:20]5[C@H:24]([CH3:31])[C:25](=[O:30])[C:26]([C:28]#[N:29])=[CH:27][C@:19]5([C:32]5[CH:33]=[CH:34][CH:35]=[CH:36][CH:37]=5)[C:18]=4[N:17]=[C:16]([CH3:38])[N:15]=3)[CH:9]=2)=[CH:4][CH:3]=1. (2) Given the reactants [F:1][C:2]([F:39])([F:38])[C:3]1[CH:4]=[C:5]([C@H:13]2[O:17][C:16](=[O:18])[N:15]([CH2:19][C:20]3[CH:25]=[C:24]([C:26]([F:29])([F:28])[F:27])[CH:23]=[CH:22][C:21]=3[C:30]3[S:31][CH:32]=[C:33]([CH:35]=[O:36])[N:34]=3)[C@H:14]2[CH3:37])[CH:6]=[C:7]([C:9]([F:12])([F:11])[F:10])[CH:8]=1.[CH3:40][Mg+].[Br-], predict the reaction product. The product is: [F:39][C:2]([F:1])([F:38])[C:3]1[CH:4]=[C:5]([C@H:13]2[O:17][C:16](=[O:18])[N:15]([CH2:19][C:20]3[CH:25]=[C:24]([C:26]([F:28])([F:29])[F:27])[CH:23]=[CH:22][C:21]=3[C:30]3[S:31][CH:32]=[C:33]([CH:35]([OH:36])[CH3:40])[N:34]=3)[C@H:14]2[CH3:37])[CH:6]=[C:7]([C:9]([F:12])([F:11])[F:10])[CH:8]=1.